From a dataset of Full USPTO retrosynthesis dataset with 1.9M reactions from patents (1976-2016). Predict the reactants needed to synthesize the given product. (1) Given the product [CH2:1]([O:8][CH2:9][C:10]1[N:24]([CH2:25][C:26]([CH3:29])([OH:28])[CH3:27])[C:23]2[C:22]3[CH:21]=[CH:20][CH:19]=[CH:18][C:17]=3[N:16]=[CH:15][C:14]=2[N:13]=1)[C:2]1[CH:3]=[CH:4][CH:5]=[CH:6][CH:7]=1, predict the reactants needed to synthesize it. The reactants are: [CH2:1]([O:8][CH2:9][C:10](Cl)=O)[C:2]1[CH:7]=[CH:6][CH:5]=[CH:4][CH:3]=1.[NH2:13][C:14]1[CH:15]=[N:16][C:17]2[C:22]([C:23]=1[NH:24][CH2:25][C:26]([CH3:29])([OH:28])[CH3:27])=[CH:21][CH:20]=[CH:19][CH:18]=2. (2) The reactants are: [CH3:1][O:2][C:3]1[CH:8]=[CH:7][C:6]([NH:9][C:10]([C:12]2[CH:17]=[CH:16][C:15]([C:18]3[CH:23]=[CH:22][CH:21]=[CH:20][CH:19]=3)=[CH:14][CH:13]=2)=[O:11])=[CH:5][C:4]=1[NH:24][C:25](=[O:35])[CH2:26][N:27]1[CH2:33][CH:32]2OC(CC2)[CH2:28]1.Cl[CH2:37][C:38](NC1C=C(NC(C2C=CC(C3C=CC=CC=3)=CC=2)=O)C=CC=1OC)=[O:39].N1CCC(O)CC1.C(N(CC)CC)C. Given the product [OH:39][CH:38]1[CH2:32][CH2:33][N:27]([CH2:26][C:25]([NH:24][C:4]2[CH:5]=[C:6]([NH:9][C:10]([C:12]3[CH:13]=[CH:14][C:15]([C:18]4[CH:23]=[CH:22][CH:21]=[CH:20][CH:19]=4)=[CH:16][CH:17]=3)=[O:11])[CH:7]=[CH:8][C:3]=2[O:2][CH3:1])=[O:35])[CH2:28][CH2:37]1, predict the reactants needed to synthesize it. (3) Given the product [CH3:28][O:27][N:26]([CH3:25])[C:13]([C:11]1[CH:10]=[N:9][N:8]([CH2:7][C:6]2[CH:5]=[CH:4][C:3]([O:2][CH3:1])=[CH:17][CH:16]=2)[CH:12]=1)=[O:15], predict the reactants needed to synthesize it. The reactants are: [CH3:1][O:2][C:3]1[CH:17]=[CH:16][C:6]([CH2:7][N:8]2[CH:12]=[C:11]([C:13]([OH:15])=O)[CH:10]=[N:9]2)=[CH:5][CH:4]=1.C(Cl)(=O)C(Cl)=O.Cl.[CH3:25][NH:26][O:27][CH3:28].CCN(CC)CC. (4) Given the product [CH3:9][C:8]1[N+:10]([O-:11])=[C:21]([C:13]2[CH:18]=[CH:17][C:16]([CH3:19])=[CH:15][CH:14]=2)[O:12][C:7]=1[C:1]1[CH:6]=[CH:5][CH:4]=[CH:3][CH:2]=1, predict the reactants needed to synthesize it. The reactants are: [C:1]1([C:7](=[O:12])[C:8](=[N:10][OH:11])[CH3:9])[CH:6]=[CH:5][CH:4]=[CH:3][CH:2]=1.[C:13]1([CH3:21])[CH:18]=[CH:17][C:16]([CH:19]=O)=[CH:15][CH:14]=1.Cl. (5) Given the product [Br:2][C:3]1[CH:8]=[CH:7][C:6]([C:9]23[CH2:16][N:13]([CH2:14][CH2:15]2)[CH2:12][CH2:11][CH2:10]3)=[CH:5][N:4]=1, predict the reactants needed to synthesize it. The reactants are: Br.[Br:2][C:3]1[CH:8]=[CH:7][C:6]([C:9]23[CH2:16][N:13]([CH2:14][CH2:15]2)[CH2:12][CH2:11][CH2:10]3)=[CH:5][N:4]=1.BrC1C=CC(C23CN(CC2)CC=C3)=CN=1.